Dataset: Reaction yield outcomes from USPTO patents with 853,638 reactions. Task: Predict the reaction yield, written as a fraction of the theoretical maximum amount of product (1.0 means a 100% yield; for example, 0.34 means a 34% yield). (1) The reactants are [Cl:1][C:2]1[CH:7]=[CH:6][C:5]([N:8]([C@H:12]2[C:21]3[C:16](=[CH:17][CH:18]=[CH:19][CH:20]=3)[N:15]([C:22](=[O:30])[C:23]3[CH:28]=[CH:27][C:26]([OH:29])=[CH:25][CH:24]=3)[C@@H:14]([CH3:31])[CH2:13]2)[C:9](=[O:11])[CH3:10])=[CH:4][CH:3]=1.C([O-])([O-])=O.[K+].[K+].Br[CH2:39][CH2:40][CH2:41][N:42]1[CH2:46][CH2:45][CH2:44][CH2:43]1. The catalyst is CN(C=O)C. The product is [Cl:1][C:2]1[CH:3]=[CH:4][C:5]([N:8]([C@H:12]2[C:21]3[C:16](=[CH:17][CH:18]=[CH:19][CH:20]=3)[N:15]([C:22](=[O:30])[C:23]3[CH:24]=[CH:25][C:26]([O:29][CH2:39][CH2:40][CH2:41][N:42]4[CH2:46][CH2:45][CH2:44][CH2:43]4)=[CH:27][CH:28]=3)[C@@H:14]([CH3:31])[CH2:13]2)[C:9](=[O:11])[CH3:10])=[CH:6][CH:7]=1. The yield is 0.0800. (2) The reactants are [OH:1][C:2]1[C:3]([CH:11]2[C:19]3[C:14](=[N:15][CH:16]=[CH:17][CH:18]=3)[N:13]([CH2:20][CH2:21][CH2:22][CH2:23][CH3:24])[C:12]2=[O:25])=[CH:4][C:5]2[O:9][CH2:8][O:7][C:6]=2[CH:10]=1.C(N(CC)CC)C.Cl[Si](C)(C)C.[CH2:38]=[O:39].FC(F)(F)S([O-])(=O)=O.[Yb+3].FC(F)(F)S([O-])(=O)=O.FC(F)(F)S([O-])(=O)=O. The catalyst is ClCCl. The product is [OH:1][C:2]1[C:3]([C:11]2([CH2:38][OH:39])[C:19]3[C:14](=[N:15][CH:16]=[CH:17][CH:18]=3)[N:13]([CH2:20][CH2:21][CH2:22][CH2:23][CH3:24])[C:12]2=[O:25])=[CH:4][C:5]2[O:9][CH2:8][O:7][C:6]=2[CH:10]=1. The yield is 0.980. (3) The reactants are [Cl:1][C:2]1[CH:7]=[CH:6][CH:5]=[C:4]([Cl:8])[C:3]=1[C:9]1[C:17]2[O:16][CH:15]([CH2:18]O)[CH2:14][C:13]=2[CH:12]=[C:11]([F:20])[CH:10]=1.C1(P(C2C=CC=CC=2)C2C=CC=CC=2)C=CC=CC=1.[N:40]([C:47](OCC)=O)=NC(OCC)=O.OC(C)(C)C#N. No catalyst specified. The product is [Cl:1][C:2]1[CH:7]=[CH:6][CH:5]=[C:4]([Cl:8])[C:3]=1[C:9]1[C:17]2[O:16][CH:15]([CH2:18][CH2:47][NH2:40])[CH2:14][C:13]=2[CH:12]=[C:11]([F:20])[CH:10]=1. The yield is 0.150. (4) The reactants are Cl[CH2:2][CH2:3][N:4]1[CH2:9][CH:8]([CH3:10])[S:7](=[O:12])(=[O:11])[CH:6]([CH3:13])[CH2:5]1.[NH2:14][C@:15]12[CH2:58][CH2:57][C@@H:56]([C:59]([CH3:61])=[CH2:60])[C@@H:16]1[C@@H:17]1[C@@:30]([CH3:33])([CH2:31][CH2:32]2)[C@@:29]2([CH3:34])[C@@H:20]([C@:21]3([CH3:55])[C@@H:26]([CH2:27][CH2:28]2)[C:25]([CH3:36])([CH3:35])[C:24]([C:37]2[CH2:42][CH2:41][C@:40]([CH2:53][F:54])([C:43]([O:45]CC4C=CC=CC=4)=[O:44])[CH2:39][CH:38]=2)=[CH:23][CH2:22]3)[CH2:19][CH2:18]1.[I-].[K+].P([O-])([O-])([O-])=O.[K+].[K+].[K+].[OH-].[Na+]. The catalyst is C(#N)C. The product is [CH3:10][CH:8]1[CH2:9][N:4]([CH2:3][CH2:2][NH:14][C@:15]23[CH2:58][CH2:57][C@@H:56]([C:59]([CH3:61])=[CH2:60])[C@@H:16]2[C@@H:17]2[C@@:30]([CH3:33])([CH2:31][CH2:32]3)[C@@:29]3([CH3:34])[C@@H:20]([C@:21]4([CH3:55])[C@@H:26]([CH2:27][CH2:28]3)[C:25]([CH3:35])([CH3:36])[C:24]([C:37]3[CH2:42][CH2:41][C@:40]([CH2:53][F:54])([C:43]([OH:45])=[O:44])[CH2:39][CH:38]=3)=[CH:23][CH2:22]4)[CH2:19][CH2:18]2)[CH2:5][CH:6]([CH3:13])[S:7]1(=[O:12])=[O:11]. The yield is 0.330. (5) The reactants are [I:1][C:2]1[CH:3]=[C:4]([NH2:28])[C:5]([NH:8][CH2:9][C:10]2[CH:15]=[CH:14][C:13]([O:16][CH2:17][C:18]3[CH:19]=[N:20][C:21]([O:24][CH3:25])=[CH:22][CH:23]=3)=[C:12]([O:26][CH3:27])[CH:11]=2)=[CH:6][CH:7]=1.[CH:29](OCC)(OCC)OCC.O.C1(C)C=CC(S(O)(=O)=O)=CC=1.O. The catalyst is C(O)C.C(OCC)(=O)C. The product is [I:1][C:2]1[CH:7]=[CH:6][C:5]2[N:8]([CH2:9][C:10]3[CH:15]=[CH:14][C:13]([O:16][CH2:17][C:18]4[CH:19]=[N:20][C:21]([O:24][CH3:25])=[CH:22][CH:23]=4)=[C:12]([O:26][CH3:27])[CH:11]=3)[CH:29]=[N:28][C:4]=2[CH:3]=1. The yield is 0.910.